The task is: Regression. Given a peptide amino acid sequence and an MHC pseudo amino acid sequence, predict their binding affinity value. This is MHC class I binding data.. This data is from Peptide-MHC class I binding affinity with 185,985 pairs from IEDB/IMGT. (1) The peptide sequence is MGYWIESAL. The MHC is HLA-B35:01 with pseudo-sequence HLA-B35:01. The binding affinity (normalized) is 0.229. (2) The peptide sequence is FGLLPEHYV. The MHC is HLA-A02:01 with pseudo-sequence HLA-A02:01. The binding affinity (normalized) is 0.558. (3) The peptide sequence is RPRPRTPEW. The MHC is HLA-A11:01 with pseudo-sequence HLA-A11:01. The binding affinity (normalized) is 0.213. (4) The peptide sequence is TLSLDYAWK. The MHC is HLA-A03:01 with pseudo-sequence HLA-A03:01. The binding affinity (normalized) is 0.519. (5) The peptide sequence is LPFYSNVTGF. The MHC is HLA-A30:02 with pseudo-sequence HLA-A30:02. The binding affinity (normalized) is 0. (6) The peptide sequence is SSAMEYLGK. The MHC is HLA-A11:01 with pseudo-sequence HLA-A11:01. The binding affinity (normalized) is 0.460. (7) The peptide sequence is AQLMPSPPM. The MHC is H-2-Kb with pseudo-sequence H-2-Kb. The binding affinity (normalized) is 0.393.